From a dataset of Forward reaction prediction with 1.9M reactions from USPTO patents (1976-2016). Predict the product of the given reaction. (1) Given the reactants Br[CH2:2][CH2:3][CH2:4][CH2:5][O:6][C:7]1[CH:8]=[CH:9][C:10]2[C:14]([C:15]3[CH:20]=[CH:19][C:18]([F:21])=[CH:17][CH:16]=3)=[CH:13][S:12][C:11]=2[CH:22]=1.[NH:23]1[CH2:26][CH2:25][CH2:24]1, predict the reaction product. The product is: [F:21][C:18]1[CH:19]=[CH:20][C:15]([C:14]2[C:10]3[CH:9]=[CH:8][C:7]([O:6][CH2:5][CH2:4][CH2:3][CH2:2][N:23]4[CH2:26][CH2:25][CH2:24]4)=[CH:22][C:11]=3[S:12][CH:13]=2)=[CH:16][CH:17]=1. (2) Given the reactants [C:1]([CH:5]1[O:18][CH2:17][C:16]2[C:15]3[C:10](=[CH:11][CH:12]=[C:13]([C:19]([NH2:21])=O)[CH:14]=3)[C:9](=[O:22])[NH:8][C:7]=2[CH2:6]1)([CH3:4])([CH3:3])[CH3:2].C(N(CC)CC)C.FC(F)(F)C(OC(=O)C(F)(F)F)=O, predict the reaction product. The product is: [C:1]([CH:5]1[O:18][CH2:17][C:16]2[C:15]3[C:10](=[CH:11][CH:12]=[C:13]([C:19]#[N:21])[CH:14]=3)[C:9](=[O:22])[NH:8][C:7]=2[CH2:6]1)([CH3:4])([CH3:2])[CH3:3]. (3) Given the reactants [F:1][C:2]1[C:3]([O:20][CH3:21])=[C:4]([C:8]([CH3:19])([CH3:18])[CH2:9][C:10]([OH:17])([C:13]([F:16])([F:15])[F:14])[CH:11]=O)[CH:5]=[CH:6][CH:7]=1.[NH2:22][C:23]1[CH:32]=[CH:31][CH:30]=[C:29]2[C:24]=1[CH:25]=[N:26][N:27]([CH3:34])[C:28]2=[O:33], predict the reaction product. The product is: [F:1][C:2]1[C:3]([O:20][CH3:21])=[C:4]2[C:5](=[CH:6][CH:7]=1)[CH:11]([NH:22][C:23]1[CH:32]=[CH:31][CH:30]=[C:29]3[C:24]=1[CH:25]=[N:26][N:27]([CH3:34])[C:28]3=[O:33])[C:10]([OH:17])([C:13]([F:14])([F:16])[F:15])[CH2:9][C:8]2([CH3:19])[CH3:18]. (4) Given the reactants C[O:2][C:3]1[C:16](=[O:17])[C:15]2[C:14]3[C:9](=[CH:10][CH:11]=[CH:12][CH:13]=3)[C:8]([CH3:18])=[CH:7][C:6]=2[C:5](=[O:19])[CH:4]=1.[OH-].[Na+].Cl, predict the reaction product. The product is: [OH:2][C:3]1[C:16](=[O:17])[C:15]2[C:14]3[C:9](=[CH:10][CH:11]=[CH:12][CH:13]=3)[C:8]([CH3:18])=[CH:7][C:6]=2[C:5](=[O:19])[CH:4]=1. (5) Given the reactants [I:1][C:2]1[CH:8]=[CH:7][C:5]([NH2:6])=[CH:4][CH:3]=1.[C:9]([O:12][CH2:13][C:14](Cl)=[O:15])(=[O:11])[CH3:10].O, predict the reaction product. The product is: [C:9]([O:12][CH2:13][C:14]([NH:6][C:5]1[CH:7]=[CH:8][C:2]([I:1])=[CH:3][CH:4]=1)=[O:15])(=[O:11])[CH3:10]. (6) Given the reactants [F:1][CH2:2][C:3]1[C:8]2[CH:9]=[CH:10][C:11]([O:13][C:14](=[O:18])[N:15]([CH3:17])[CH3:16])=[CH:12][C:7]=2[O:6][C:5](=[O:19])[C:4]=1[CH2:20][C:21]1[CH:26]=[CH:25][CH:24]=[C:23]([N+:27]([O-])=O)[C:22]=1[F:30].O.O.[Sn](Cl)Cl.C(=O)([O-])O.[Na+], predict the reaction product. The product is: [NH2:27][C:23]1[C:22]([F:30])=[C:21]([CH:26]=[CH:25][CH:24]=1)[CH2:20][C:4]1[C:5](=[O:19])[O:6][C:7]2[CH:12]=[C:11]([O:13][C:14](=[O:18])[N:15]([CH3:17])[CH3:16])[CH:10]=[CH:9][C:8]=2[C:3]=1[CH2:2][F:1].